Dataset: Catalyst prediction with 721,799 reactions and 888 catalyst types from USPTO. Task: Predict which catalyst facilitates the given reaction. (1) Reactant: [NH2:1][C:2]1[O:6][N:5]=[C:4]([C:7]2[CH:12]=[CH:11][CH:10]=[C:9]([F:13])[CH:8]=2)[C:3]=1[C:14]([OH:16])=O.Cl.C(N=C=NCCCN(C)C)C.[Cl:29][C:30]1[CH:31]=[C:32]([N:37]2[CH2:42][CH2:41][NH:40][CH2:39][CH2:38]2)[CH:33]=[CH:34][C:35]=1[Cl:36]. Product: [NH2:1][C:2]1[O:6][N:5]=[C:4]([C:7]2[CH:12]=[CH:11][CH:10]=[C:9]([F:13])[CH:8]=2)[C:3]=1[C:14]([N:40]1[CH2:39][CH2:38][N:37]([C:32]2[CH:33]=[CH:34][C:35]([Cl:36])=[C:30]([Cl:29])[CH:31]=2)[CH2:42][CH2:41]1)=[O:16]. The catalyst class is: 4. (2) Reactant: [CH3:1][Mg]Br.[Cl:4][C:5]1[N:6]=[C:7]([N:23]2[CH2:28][CH2:27][O:26][CH2:25][CH2:24]2)[C:8]2[S:13][C:12]([C:14]3[CH:15]=[C:16]([C:20](=[O:22])[CH3:21])[CH:17]=[CH:18][CH:19]=3)=[CH:11][C:9]=2[N:10]=1. Product: [Cl:4][C:5]1[N:6]=[C:7]([N:23]2[CH2:28][CH2:27][O:26][CH2:25][CH2:24]2)[C:8]2[S:13][C:12]([C:14]3[CH:15]=[C:16]([C:20]([OH:22])([CH3:1])[CH3:21])[CH:17]=[CH:18][CH:19]=3)=[CH:11][C:9]=2[N:10]=1. The catalyst class is: 1. (3) Reactant: [C:1]([C:3]1[CH:30]=[CH:29][C:6]([CH2:7][C@@:8]2([CH3:28])[N:12]3[C:13]([C:16]([OH:18])=O)=[CH:14][N:15]=[C:11]3[N:10]([C:19]3[CH:24]=[C:23]([Cl:25])[CH:22]=[C:21]([Cl:26])[CH:20]=3)[C:9]2=[O:27])=[CH:5][CH:4]=1)#[N:2].[C:31]([O:35][C:36]([N:38]1[CH2:43][CH2:42][C:41]([NH2:56])([C:44](=[O:55])[NH:45][C:46]2([C:49]3[CH:54]=[CH:53][CH:52]=[CH:51][N:50]=3)[CH2:48][CH2:47]2)[CH2:40][CH2:39]1)=[O:37])([CH3:34])([CH3:33])[CH3:32].CN(C(ON1N=NC2C=CC=NC1=2)=[N+](C)C)C.F[P-](F)(F)(F)(F)F.C(N(C(C)C)CC)(C)C. Product: [C:31]([O:35][C:36]([N:38]1[CH2:43][CH2:42][C:41]([NH:56][C:16]([C:13]2[N:12]3[C@@:8]([CH2:7][C:6]4[CH:5]=[CH:4][C:3]([C:1]#[N:2])=[CH:30][CH:29]=4)([CH3:28])[C:9](=[O:27])[N:10]([C:19]4[CH:24]=[C:23]([Cl:25])[CH:22]=[C:21]([Cl:26])[CH:20]=4)[C:11]3=[N:15][CH:14]=2)=[O:18])([C:44](=[O:55])[NH:45][C:46]2([C:49]3[CH:54]=[CH:53][CH:52]=[CH:51][N:50]=3)[CH2:48][CH2:47]2)[CH2:40][CH2:39]1)=[O:37])([CH3:34])([CH3:32])[CH3:33]. The catalyst class is: 18. (4) Reactant: [C:1]([O-:5])(=[O:4])[CH:2]=[CH2:3].[NH4+:6].[C:7]([OH:11])(=[O:10])[CH:8]=[CH2:9]. Product: [C:1]([O-:5])(=[O:4])[CH:2]=[CH2:3].[NH4+:6].[C:7]([OH:11])(=[O:10])[CH:8]=[CH2:9]. The catalyst class is: 6.